This data is from Full USPTO retrosynthesis dataset with 1.9M reactions from patents (1976-2016). The task is: Predict the reactants needed to synthesize the given product. (1) Given the product [C:16]([O:20][C:21](=[O:30])[NH:22][CH2:23][CH:24]1[O:29][CH2:28][CH2:27][N:26]([CH2:15][CH:13]([OH:14])[C:6]2[C:5]3[C:10](=[CH:11][CH:12]=[C:3]([O:2][CH3:1])[N:4]=3)[N:9]=[CH:8][CH:7]=2)[CH2:25]1)([CH3:19])([CH3:17])[CH3:18], predict the reactants needed to synthesize it. The reactants are: [CH3:1][O:2][C:3]1[CH:12]=[CH:11][C:10]2[C:5](=[C:6]([CH:13]3[CH2:15][O:14]3)[CH:7]=[CH:8][N:9]=2)[N:4]=1.[C:16]([O:20][C:21](=[O:30])[NH:22][CH2:23][CH:24]1[O:29][CH2:28][CH2:27][NH:26][CH2:25]1)([CH3:19])([CH3:18])[CH3:17].C(=O)([O-])[O-].[K+].[K+].Cl([O-])(=O)(=O)=O.[Li+]. (2) The reactants are: [H-].[Na+].[CH2:3]([O:5][CH:6](P(OCC)(OCC)=O)[C:7]([O:9][CH3:10])=[O:8])[CH3:4].[Cl:19][CH2:20][CH2:21][O:22][C:23]1[CH:30]=[CH:29][C:26]([CH:27]=O)=[CH:25][CH:24]=1. Given the product [Cl:19][CH2:20][CH2:21][O:22][C:23]1[CH:30]=[CH:29][C:26]([CH:27]=[C:6]([O:5][CH2:3][CH3:4])[C:7]([O:9][CH3:10])=[O:8])=[CH:25][CH:24]=1, predict the reactants needed to synthesize it.